The task is: Predict which catalyst facilitates the given reaction.. This data is from Catalyst prediction with 721,799 reactions and 888 catalyst types from USPTO. (1) Reactant: [Cl:1][C:2]1[CH:3]=[C:4]([N:9]=[CH:10][C:11]2[CH:16]=[CH:15][N:14]=[C:13]([CH2:17][CH2:18][CH3:19])[C:12]=2[OH:20])[CH:5]=[CH:6][C:7]=1[F:8].[Si]([C:25]#[N:26])(C)(C)C. Product: [Cl:1][C:2]1[CH:3]=[C:4]([NH:9][C:10]2[C:11]3[C:12](=[C:13]([CH2:17][CH2:18][CH3:19])[N:14]=[CH:15][CH:16]=3)[O:20][C:25]=2[NH2:26])[CH:5]=[CH:6][C:7]=1[F:8]. The catalyst class is: 2. (2) Reactant: [Cl:1][C:2]1[CH:3]=[C:4]([C:9]2([CH3:22])[CH2:14][C:13](=[O:15])[N:12]([CH3:16])[C:11]([N:17]=CN(C)C)=[N:10]2)[CH:5]=[CH:6][C:7]=1[Cl:8].N.C(#N)C.O.C(O)(C(F)(F)F)=O. Product: [NH2:17][C:11]1[N:12]([CH3:16])[C:13](=[O:15])[CH2:14][C:9]([C:4]2[CH:5]=[CH:6][C:7]([Cl:8])=[C:2]([Cl:1])[CH:3]=2)([CH3:22])[N:10]=1. The catalyst class is: 5. (3) Reactant: [Br:1][C:2]1[N:7]=[C:6]2[S:8][C:9]([NH:11][C:12](=[O:31])[C:13]3[CH:18]=[CH:17][C:16]([C:19]([CH3:30])([CH3:29])[CH2:20][O:21][Si](C(C)(C)C)(C)C)=[CH:15][CH:14]=3)=[N:10][C:5]2=[CH:4][CH:3]=1.CCCC[N+](CCCC)(CCCC)CCCC.[F-].O. Product: [Br:1][C:2]1[N:7]=[C:6]2[S:8][C:9]([NH:11][C:12](=[O:31])[C:13]3[CH:18]=[CH:17][C:16]([C:19]([CH3:29])([CH3:30])[CH2:20][OH:21])=[CH:15][CH:14]=3)=[N:10][C:5]2=[CH:4][CH:3]=1. The catalyst class is: 1. (4) Product: [C:28]([O:1][C@H:2]1[C@@H:11]([O:12][CH2:13][CH2:14][O:15][CH3:16])[C:10]2[CH:9]=[CH:8][N:7]3[C:17]([CH3:21])=[C:18]([CH3:20])[N:19]=[C:6]3[C:5]=2[NH:4][C@@H:3]1[C:22]1[CH:23]=[CH:24][CH:25]=[CH:26][CH:27]=1)(=[O:35])[C:29]1[CH:34]=[CH:33][CH:32]=[CH:31][CH:30]=1. The catalyst class is: 27. Reactant: [OH:1][C@H:2]1[C@@H:11]([O:12][CH2:13][CH2:14][O:15][CH3:16])[C:10]2[CH:9]=[CH:8][N:7]3[C:17]([CH3:21])=[C:18]([CH3:20])[N:19]=[C:6]3[C:5]=2[NH:4][C@@H:3]1[C:22]1[CH:27]=[CH:26][CH:25]=[CH:24][CH:23]=1.[C:28](Cl)(=[O:35])[C:29]1[CH:34]=[CH:33][CH:32]=[CH:31][CH:30]=1.